From a dataset of Full USPTO retrosynthesis dataset with 1.9M reactions from patents (1976-2016). Predict the reactants needed to synthesize the given product. (1) Given the product [CH3:10][C:1]1[CH:6]=[CH:5][C:4]([O:11][C:12]2[CH:20]=[CH:19][C:15]([C:16]([OH:18])=[O:17])=[CH:14][CH:13]=2)=[CH:3][CH:2]=1, predict the reactants needed to synthesize it. The reactants are: [C:1]1([CH3:10])[CH:6]=[CH:5][C:4](B(O)O)=[CH:3][CH:2]=1.[OH:11][C:12]1[CH:20]=[CH:19][C:15]([C:16]([OH:18])=[O:17])=[CH:14][CH:13]=1. (2) Given the product [CH3:1][C@@H:2]1[N:8]([C:18]2[CH:23]=[CH:22][CH:21]=[CH:20][CH:19]=2)[CH2:7][C:6]2[CH:9]=[CH:10][C:11]([C:13]([O:15][CH3:16])=[O:14])=[CH:12][C:5]=2[O:4][CH2:3]1, predict the reactants needed to synthesize it. The reactants are: [CH3:1][C@@H:2]1[NH:8][CH2:7][C:6]2[CH:9]=[CH:10][C:11]([C:13]([O:15][CH3:16])=[O:14])=[CH:12][C:5]=2[O:4][CH2:3]1.I[C:18]1[CH:23]=[CH:22][CH:21]=[CH:20][CH:19]=1.CC1(C)C2C(=C(P(C3C=CC=CC=3)C3C=CC=CC=3)C=CC=2)OC2C(P(C3C=CC=CC=3)C3C=CC=CC=3)=CC=CC1=2.C([O-])([O-])=O.[Cs+].[Cs+]. (3) Given the product [OH:8][C:9]1[CH:38]=[CH:37][C:12]([O:13][CH2:14][C@@H:15]([OH:36])[CH2:16][NH:17][C@@H:18]([CH2:21][C:22]2[CH:23]=[CH:24][C:25]([OH:28])=[CH:26][CH:27]=2)[CH2:19][OH:20])=[CH:11][C:10]=1[CH2:39][OH:40], predict the reactants needed to synthesize it. The reactants are: C([O:8][C:9]1[CH:38]=[CH:37][C:12]([O:13][CH2:14][C@@H:15]([OH:36])[CH2:16][N:17](CC2C=CC=CC=2)[C@@H:18]([CH2:21][C:22]2[CH:27]=[CH:26][C:25]([OH:28])=[CH:24][CH:23]=2)[CH2:19][OH:20])=[CH:11][C:10]=1[CH2:39][OH:40])C1C=CC=CC=1.[H][H]. (4) Given the product [Cl:10][C:6]1[C:7]([C:8]#[N:9])=[C:2]([NH:18][C:17]2[CH:19]=[C:20]([O:22][CH3:23])[CH:21]=[C:15]([O:14][CH3:13])[CH:16]=2)[N:3]=[C:4]([S:11][CH3:12])[N:5]=1, predict the reactants needed to synthesize it. The reactants are: Cl[C:2]1[C:7]([C:8]#[N:9])=[C:6]([Cl:10])[N:5]=[C:4]([S:11][CH3:12])[N:3]=1.[CH3:13][O:14][C:15]1[CH:16]=[C:17]([CH:19]=[C:20]([O:22][CH3:23])[CH:21]=1)[NH2:18].CCN(C(C)C)C(C)C. (5) Given the product [CH:23]1([CH:26]([C:33]2[CH:38]=[C:37]([O:17][CH2:16][C:13]3[CH:12]=[C:11]([O:18][CH2:19][CH:20]([CH3:22])[CH3:21])[C:10]([C:3]4[CH:4]=[C:5]([O:8][CH3:9])[CH:6]=[CH:7][C:2]=4[F:1])=[CH:15][N:14]=3)[N:36]=[CH:35][N:34]=2)[CH2:27][C:28]([O:30][CH2:31][CH3:32])=[O:29])[CH2:25][CH2:24]1, predict the reactants needed to synthesize it. The reactants are: [F:1][C:2]1[CH:7]=[CH:6][C:5]([O:8][CH3:9])=[CH:4][C:3]=1[C:10]1[C:11]([O:18][CH2:19][CH:20]([CH3:22])[CH3:21])=[CH:12][C:13]([CH2:16][OH:17])=[N:14][CH:15]=1.[CH:23]1([CH:26]([C:33]2[CH:38]=[C:37](O)[N:36]=[CH:35][N:34]=2)[CH2:27][C:28]([O:30][CH2:31][CH3:32])=[O:29])[CH2:25][CH2:24]1.N(C(N1CCCCC1)=O)=NC(N1CCCCC1)=O.C(P(CCCC)CCCC)CCC.